From a dataset of Catalyst prediction with 721,799 reactions and 888 catalyst types from USPTO. Predict which catalyst facilitates the given reaction. (1) Reactant: C(O)C.[NH2:4][C:5]1([CH3:11])[CH2:10][CH2:9][NH:8][CH2:7][CH2:6]1.Cl[C:13]1[N:18]=[CH:17][CH:16]=[CH:15][N:14]=1.C(=O)([O-])[O-].[K+].[K+]. Product: [NH2:4][C:5]1([CH3:11])[CH2:10][CH2:9][N:8]([C:13]2[N:18]=[CH:17][CH:16]=[CH:15][N:14]=2)[CH2:7][CH2:6]1. The catalyst class is: 6. (2) Reactant: [F:1][C:2]1[CH:3]=[C:4]2[C:8](=[CH:9][CH:10]=1)[NH:7][C:6](=[O:11])[C:5]2=O.O.NN.Cl. Product: [F:1][C:2]1[CH:3]=[C:4]2[C:8](=[CH:9][CH:10]=1)[NH:7][C:6](=[O:11])[CH2:5]2. The catalyst class is: 6.